From a dataset of Reaction yield outcomes from USPTO patents with 853,638 reactions. Predict the reaction yield, written as a fraction of the theoretical maximum amount of product (1.0 means a 100% yield; for example, 0.34 means a 34% yield). (1) The reactants are [CH3:1][C:2]1[CH:6]=[C:5]([CH3:7])[NH:4][C:3]=1[C:8]([O:10]CC)=[O:9].CO.[OH-].[Na+]. The catalyst is C1COCC1. The product is [CH3:1][C:2]1[CH:6]=[C:5]([CH3:7])[NH:4][C:3]=1[C:8]([OH:10])=[O:9]. The yield is 0.900. (2) The reactants are [C:1]1([CH2:7][CH2:8][NH2:9])[CH:6]=[CH:5][CH:4]=[CH:3][CH:2]=1.[S:10]([OH:14])([OH:13])(=[O:12])=[O:11].CS[C:17](=[NH:19])[NH2:18].O.[OH-].[Na+]. The catalyst is C(O)C. The product is [S:10]([OH:14])([OH:13])(=[O:12])=[O:11].[C:1]1([CH2:7][CH2:8][NH:9][C:17]([NH2:19])=[NH:18])[CH:6]=[CH:5][CH:4]=[CH:3][CH:2]=1.[C:1]1([CH2:7][CH2:8][NH:9][C:17]([NH2:19])=[NH:18])[CH:6]=[CH:5][CH:4]=[CH:3][CH:2]=1. The yield is 0.615.